From a dataset of Peptide-MHC class I binding affinity with 185,985 pairs from IEDB/IMGT. Regression. Given a peptide amino acid sequence and an MHC pseudo amino acid sequence, predict their binding affinity value. This is MHC class I binding data. (1) The peptide sequence is VGNVYVKF. The MHC is HLA-A30:02 with pseudo-sequence HLA-A30:02. The binding affinity (normalized) is 0. (2) The peptide sequence is FTPGEVRRAI. The MHC is Mamu-A01 with pseudo-sequence Mamu-A01. The binding affinity (normalized) is 0.693. (3) The peptide sequence is GSAMGAASL. The MHC is Mamu-B1001 with pseudo-sequence Mamu-B1001. The binding affinity (normalized) is 0.0781. (4) The MHC is HLA-B07:02 with pseudo-sequence HLA-B07:02. The binding affinity (normalized) is 0.281. The peptide sequence is TPTQLSETI. (5) The peptide sequence is GFPSLESSF. The MHC is HLA-A24:03 with pseudo-sequence HLA-A24:03. The binding affinity (normalized) is 0.659.